Dataset: Full USPTO retrosynthesis dataset with 1.9M reactions from patents (1976-2016). Task: Predict the reactants needed to synthesize the given product. (1) Given the product [CH3:18][C:5]1[C:4]2[CH:11]=[CH:12][CH:13]=[CH:14][C:3]=2[C:2]2[C:7](=[CH:8][CH:9]=[CH:10][N:1]=2)[N:6]=1, predict the reactants needed to synthesize it. The reactants are: [N:1]1[CH:10]=[CH:9][CH:8]=[C:7]2[C:2]=1[C:3]1[CH:14]=[CH:13][CH:12]=[CH:11][C:4]=1[CH:5]=[N:6]2.C[Li].Cl[C:18]1C(=O)C(C#N)=C(C#N)C(=O)C=1Cl. (2) Given the product [F:57][C:58]1[CH:59]=[C:60]([NH:65][C:66]([NH:54][C:53]2[CH:52]=[CH:51][C:50]([C:47]3[S:46][C:45]([CH:42]4[CH2:43][CH2:44][CH:39]([CH2:38][C:36]5[O:35][N:34]=[C:33]([CH3:32])[N:37]=5)[CH2:40][CH2:41]4)=[N:49][CH:48]=3)=[CH:56][CH:55]=2)=[O:67])[CH:61]=[C:62]([F:64])[CH:63]=1, predict the reactants needed to synthesize it. The reactants are: FC(F)(F)C1C=C(NC(=O)NC2C=CC(C3SC(CCC(OC)=O)=NC=3)=CC=2)C=CC=1.[CH3:32][C:33]1[N:37]=[C:36]([CH2:38][CH:39]2[CH2:44][CH2:43][CH:42]([C:45]3[S:46][C:47]([C:50]4[CH:56]=[CH:55][C:53]([NH2:54])=[CH:52][CH:51]=4)=[CH:48][N:49]=3)[CH2:41][CH2:40]2)[O:35][N:34]=1.[F:57][C:58]1[CH:59]=[C:60]([N:65]=[C:66]=[O:67])[CH:61]=[C:62]([F:64])[CH:63]=1.